Task: Regression/Classification. Given a drug SMILES string, predict its absorption, distribution, metabolism, or excretion properties. Task type varies by dataset: regression for continuous measurements (e.g., permeability, clearance, half-life) or binary classification for categorical outcomes (e.g., BBB penetration, CYP inhibition). Dataset: hlm.. Dataset: Human liver microsome stability data (1) The compound is COc1cc2c(N3CCN(C(=O)Nc4ccc(OC(C)C)cc4)CC3)ncnc2cc1OCCn1ccnn1. The result is 0 (unstable in human liver microsomes). (2) The molecule is COc1cc2ccc(Br)cc2cc1[C@@H](c1cccc(C)c1)[C@@](O)(CCN(C)C)c1cccc2c1OCO2. The result is 0 (unstable in human liver microsomes). (3) The drug is Nc1nccc(-c2ccc3[nH]c(C4COc5ccc(C(=O)CCN6CCOCC6)cc5C4)nc3c2)n1. The result is 1 (stable in human liver microsomes). (4) The drug is CCN(CC)CCCNc1nnc(-c2ccc(F)c(F)c2Nc2ccc(I)cc2F)o1. The result is 0 (unstable in human liver microsomes). (5) The compound is Cc1n[nH]c(C)c1CCn1c(C)nc2c([N+](=O)[O-])c(Cl)c(Cl)cc21. The result is 1 (stable in human liver microsomes). (6) The compound is C[C@H]1CN(c2ccncc2NC(=O)c2ccc(F)c(-c3c(F)cccc3F)n2)C[C@@H](N)[C@@H]1O. The result is 1 (stable in human liver microsomes). (7) The compound is c1ccc2oc(Oc3ccc(OCCN4CCCCC4)cc3)nc2c1. The result is 0 (unstable in human liver microsomes). (8) The molecule is O=C(Oc1cccc(N2CCS(=O)(=O)CC2)c1)N1CCC(c2ccc(N3CCCC3)cc2)CC1. The result is 1 (stable in human liver microsomes). (9) The molecule is COc1cc2ccc(Br)cc2cc1[C@@H](c1cnc(OC)c(OC)c1)[C@@](O)(CCN(C)C)c1cccc2ccoc12. The result is 0 (unstable in human liver microsomes). (10) The compound is CC1CCCCC1NC(=O)NCCSc1nnc(C2CC2)n1-c1ccccc1. The result is 1 (stable in human liver microsomes).